This data is from Forward reaction prediction with 1.9M reactions from USPTO patents (1976-2016). The task is: Predict the product of the given reaction. Given the reactants Cl[C:2]1[N:3]=[C:4]([N:23]2[CH2:28][CH2:27][O:26][CH2:25][CH2:24]2)[C:5]2[S:10][C:9]([CH:11]([C:13]3[CH:18]=[CH:17][C:16]([S:19]([CH3:22])(=[O:21])=[O:20])=[CH:15][CH:14]=3)[OH:12])=[CH:8][C:6]=2[N:7]=1.[NH2:29][C:30]1[N:35]=[CH:34][C:33](B2OC(C)(C)C(C)(C)O2)=[CH:32][N:31]=1, predict the reaction product. The product is: [NH2:29][C:30]1[N:35]=[CH:34][C:33]([C:2]2[N:3]=[C:4]([N:23]3[CH2:28][CH2:27][O:26][CH2:25][CH2:24]3)[C:5]3[S:10][C:9]([CH:11]([C:13]4[CH:18]=[CH:17][C:16]([S:19]([CH3:22])(=[O:21])=[O:20])=[CH:15][CH:14]=4)[OH:12])=[CH:8][C:6]=3[N:7]=2)=[CH:32][N:31]=1.